From a dataset of Catalyst prediction with 721,799 reactions and 888 catalyst types from USPTO. Predict which catalyst facilitates the given reaction. (1) Reactant: [N+:1]([O-:4])(O)=[O:2].[O:5]1[CH2:9][CH2:8][C:7]2[CH:10]=[CH:11][CH:12]=[C:13]([C:14]([OH:16])=[O:15])[C:6]1=2. Product: [N+:1]([C:11]1[CH:12]=[C:13]([C:14]([OH:16])=[O:15])[C:6]2[O:5][CH2:9][CH2:8][C:7]=2[CH:10]=1)([O-:4])=[O:2]. The catalyst class is: 55. (2) Reactant: C(OC([N:8]1[CH2:17][CH2:16][C:15]2[N:14]=[CH:13][C:12]([NH:18][C:19]3[N:28]=[C:27]4[C:22]([C:23](=[O:40])[N:24]([C:32]5[C:37]([F:38])=[CH:36][CH:35]=[CH:34][C:33]=5[Cl:39])[C:25]5[N:26]4[CH:29]=[CH:30][N:31]=5)=[CH:21][N:20]=3)=[CH:11][C:10]=2[CH2:9]1)=O)(C)(C)C.[F:41][C:42]([F:47])([F:46])[C:43]([OH:45])=[O:44]. Product: [Cl:39][C:33]1[CH:34]=[CH:35][CH:36]=[C:37]([F:38])[C:32]=1[N:24]1[C:23](=[O:40])[C:22]2[CH:21]=[N:20][C:19]([NH:18][C:12]3[CH:13]=[N:14][C:15]4[CH2:16][CH2:17][NH:8][CH2:9][C:10]=4[CH:11]=3)=[N:28][C:27]=2[N:26]2[CH:29]=[CH:30][N:31]=[C:25]12.[F:41][C:42]([F:47])([F:46])[C:43]([OH:45])=[O:44]. The catalyst class is: 2. (3) Reactant: [C:1]1([C:7]2[CH:8]=[CH:9][C:10]([C:13]([NH:15][CH2:16][C:17]([OH:19])=O)=[O:14])=[N:11][CH:12]=2)[CH:6]=[CH:5][CH:4]=[CH:3][CH:2]=1.CCN(C(C)C)C(C)C.C1C=CC2N(O)N=NC=2C=1.CCN=C=NCCCN(C)C.Cl.Cl.[Cl:52][C:53]1[CH:65]=[CH:64][CH:63]=[CH:62][C:54]=1[O:55][CH:56]1[CH2:61][CH2:60][NH:59][CH2:58][CH2:57]1. Product: [O:19]=[C:17]([N:59]1[CH2:58][CH2:57][CH:56]([O:55][C:54]2[CH:62]=[CH:63][CH:64]=[CH:65][C:53]=2[Cl:52])[CH2:61][CH2:60]1)[CH2:16][NH:15][C:13]([C:10]1[CH:9]=[CH:8][C:7]([C:1]2[CH:2]=[CH:3][CH:4]=[CH:5][CH:6]=2)=[CH:12][N:11]=1)=[O:14]. The catalyst class is: 18. (4) Reactant: Cl[C:2](Cl)([O:4]C(=O)OC(Cl)(Cl)Cl)Cl.[NH2:13][C:14]1[CH:22]=[CH:21][C:20]([Br:23])=[CH:19][C:15]=1[C:16]([NH2:18])=[O:17]. Product: [Br:23][C:20]1[CH:19]=[C:15]2[C:14](=[CH:22][CH:21]=1)[N:13]=[C:2]([OH:4])[N:18]=[C:16]2[OH:17]. The catalyst class is: 12. (5) Reactant: [ClH:1].[CH3:2][C:3]1[CH:8]=[C:7]([NH:9]C2C=CC([N+]([O-])=O)=CC=2)[N:6]2[N:19]=[CH:20][C:21]([C:22]3[CH:27]=[CH:26][C:25]([N:28]4[CH2:33][CH2:32][N:31]([CH3:34])[CH2:30][CH2:29]4)=[CH:24][CH:23]=3)=[C:5]2[N:4]=1.CO. Product: [ClH:1].[NH2:28][C:25]1[CH:26]=[CH:27][C:22]([C:8]2[C:3]([CH3:2])=[N:4][C:5]3[N:6]([N:19]=[CH:20][C:21]=3[C:22]3[CH:23]=[CH:24][C:25]([N:28]4[CH2:29][CH2:30][N:31]([CH3:34])[CH2:32][CH2:33]4)=[CH:26][CH:27]=3)[C:7]=2[NH2:9])=[CH:23][CH:24]=1. The catalyst class is: 2. (6) Reactant: [N+:1]([C:4]1[CH:5]=[C:6]([S:10]([CH2:13][CH2:14][O:15][C:16](=[O:37])[CH2:17][CH2:18][CH2:19][CH2:20][CH2:21][NH:22][C:23](=[O:36])[CH2:24][O:25][C:26]2[CH:31]=[CH:30][C:29]([S:32](Cl)(=[O:34])=[O:33])=[CH:28][CH:27]=2)(=[O:12])=[O:11])[CH:7]=[CH:8][CH:9]=1)([O-:3])=[O:2].[CH3:38][C:39]1[C:40]([CH2:51][S:52]([C:54]2[NH:58][C:57]3[CH:59]=[CH:60][CH:61]=[CH:62][C:56]=3[N:55]=2)=[O:53])=[N:41][CH:42]=[CH:43][C:44]=1[O:45][CH2:46][C:47]([F:50])([F:49])[F:48].[H-].[Na+].O. Product: [N+:1]([C:4]1[CH:5]=[C:6]([S:10]([CH2:13][CH2:14][O:15][C:16](=[O:37])[CH2:17][CH2:18][CH2:19][CH2:20][CH2:21][NH:22][C:23](=[O:36])[CH2:24][O:25][C:26]2[CH:31]=[CH:30][C:29]([S:32]([N:55]3[C:56]4[CH:62]=[CH:61][CH:60]=[CH:59][C:57]=4[N:58]=[C:54]3[S:52]([CH2:51][C:40]3[C:39]([CH3:38])=[C:44]([O:45][CH2:46][C:47]([F:48])([F:49])[F:50])[CH:43]=[CH:42][N:41]=3)=[O:53])(=[O:34])=[O:33])=[CH:28][CH:27]=2)(=[O:12])=[O:11])[CH:7]=[CH:8][CH:9]=1)([O-:3])=[O:2]. The catalyst class is: 2. (7) Reactant: [NH:1]([CH2:5][CH2:6][OH:7])[CH2:2][CH2:3][OH:4].C(N(CC)CC)C.Cl.[F:16][C:17]([F:51])([F:50])[C:18]1[CH:23]=[C:22]([C:24]2[CH:29]=[CH:28][C:27]([C:30]([F:33])([F:32])[F:31])=[CH:26][CH:25]=2)[N:21]=[C:20]([C:34]2[CH:39]=[CH:38][N:37]=[C:36]([C:40]3[CH:41]=[C:42]([S:46](Cl)(=[O:48])=[O:47])[CH:43]=[CH:44][CH:45]=3)[CH:35]=2)[N:19]=1. Product: [OH:4][CH2:3][CH2:2][N:1]([CH2:5][CH2:6][OH:7])[S:46]([C:42]1[CH:43]=[CH:44][CH:45]=[C:40]([C:36]2[CH:35]=[C:34]([C:20]3[N:19]=[C:18]([C:17]([F:16])([F:50])[F:51])[CH:23]=[C:22]([C:24]4[CH:29]=[CH:28][C:27]([C:30]([F:33])([F:31])[F:32])=[CH:26][CH:25]=4)[N:21]=3)[CH:39]=[CH:38][N:37]=2)[CH:41]=1)(=[O:47])=[O:48]. The catalyst class is: 1. (8) Reactant: [OH:1][C:2]1[CH:19]=[CH:18][C:5](/[CH:6]=[C:7]2\[O:8][C:9]3[CH:16]=[CH:15][C:14]([I:17])=[CH:13][C:10]=3[C:11]\2=[O:12])=[CH:4][CH:3]=1.Cl[CH2:21][CH2:22][O:23][CH2:24][CH2:25][OH:26].C(=O)([O-])[O-].[K+].[K+]. Product: [OH:26][CH2:25][CH2:24][O:23][CH2:22][CH2:21][O:1][C:2]1[CH:19]=[CH:18][C:5](/[CH:6]=[C:7]2\[O:8][C:9]3[CH:16]=[CH:15][C:14]([I:17])=[CH:13][C:10]=3[C:11]\2=[O:12])=[CH:4][CH:3]=1. The catalyst class is: 16.